From a dataset of Catalyst prediction with 721,799 reactions and 888 catalyst types from USPTO. Predict which catalyst facilitates the given reaction. (1) Reactant: CC1(C)[O:6][C@H:5]([CH2:7][N:8]2[CH:12]=[CH:11][C:10]([NH:13][C:14](=[O:38])[C@@H:15]([N:20]3[CH2:24][C:23]([O:25][C:26]4[CH:31]=[CH:30][CH:29]=[C:28]([CH2:32][C:33]([OH:36])([CH3:35])[CH3:34])[CH:27]=4)=[CH:22][C:21]3=[O:37])[CH2:16][CH:17]([CH3:19])[CH3:18])=[N:9]2)[CH2:4][O:3]1.Cl.C(=O)(O)[O-].[Na+]. Product: [OH:6][C@@H:5]([CH2:4][OH:3])[CH2:7][N:8]1[CH:12]=[CH:11][C:10]([NH:13][C:14](=[O:38])[C@@H:15]([N:20]2[CH2:24][C:23]([O:25][C:26]3[CH:31]=[CH:30][CH:29]=[C:28]([CH2:32][C:33]([OH:36])([CH3:34])[CH3:35])[CH:27]=3)=[CH:22][C:21]2=[O:37])[CH2:16][CH:17]([CH3:18])[CH3:19])=[N:9]1. The catalyst class is: 7. (2) Reactant: [C:1]1([CH2:7][O:8][N:9]2[C:15](=[O:16])[N:14]3[CH2:17][C@H:10]2[CH2:11][CH2:12][C@H:13]3[C:18]([OH:20])=O)[CH:6]=[CH:5][CH:4]=[CH:3][CH:2]=1.C(N(CC)CC)C.[I-].ClC1C=CC=C[N+]=1C.[CH3:37][N:38]([CH3:46])[C:39]1[CH:44]=[C:43]([NH2:45])[CH:42]=[CH:41][N:40]=1. Product: [CH2:7]([O:8][N:9]1[C:15](=[O:16])[N:14]2[CH2:17][C@H:10]1[CH2:11][CH2:12][C@H:13]2[C:18]([NH:45][C:43]1[CH:42]=[CH:41][N:40]=[C:39]([N:38]([CH3:46])[CH3:37])[CH:44]=1)=[O:20])[C:1]1[CH:2]=[CH:3][CH:4]=[CH:5][CH:6]=1. The catalyst class is: 4. (3) Reactant: [CH2:1]([O:3][C:4](=[O:16])[C:5]([C:7]1[CH:12]=[CH:11][C:10]([S:13][CH3:14])=[C:9]([Cl:15])[CH:8]=1)=[O:6])[CH3:2].[BH4-].[Na+]. Product: [CH2:1]([O:3][C:4](=[O:16])[CH:5]([C:7]1[CH:12]=[CH:11][C:10]([S:13][CH3:14])=[C:9]([Cl:15])[CH:8]=1)[OH:6])[CH3:2]. The catalyst class is: 5. (4) Reactant: Br[C:2]1[CH:3]=[CH:4][C:5]([CH3:15])=[C:6]([NH:8][C:9](=[O:14])[C:10]([F:13])([F:12])[F:11])[CH:7]=1.[CH3:16][Si:17]([C:20]#[CH:21])([CH3:19])[CH3:18]. Product: [F:11][C:10]([F:13])([F:12])[C:9]([NH:8][C:6]1[CH:7]=[C:2]([C:21]#[C:20][Si:17]([CH3:19])([CH3:18])[CH3:16])[CH:3]=[CH:4][C:5]=1[CH3:15])=[O:14]. The catalyst class is: 540.